From a dataset of Forward reaction prediction with 1.9M reactions from USPTO patents (1976-2016). Predict the product of the given reaction. (1) Given the reactants C([NH:4][C:5]1[CH:13]=[CH:12][C:8]([C:9]([OH:11])=[O:10])=[C:7](C)[C:6]=1[N+:15]([O-:17])=[O:16])(=O)C.Cl.O1CCOC[CH2:20]1, predict the reaction product. The product is: [NH2:4][C:5]1[C:6]([N+:15]([O-:17])=[O:16])=[CH:7][C:8]([C:9]([OH:11])=[O:10])=[C:12]([CH3:20])[CH:13]=1. (2) Given the reactants [CH:1]([B-](F)(F)F)=[CH2:2].[K+].Br[C:9]1[CH:10]=[C:11]2[C:16](=[CH:17][C:18]=1[O:19][CH3:20])[NH:15][C:14](=[O:21])[CH:13]=[C:12]2[O:22][C@H:23]1[CH2:27][N:26]([C:28]([O:30][C:31]([CH3:34])([CH3:33])[CH3:32])=[O:29])[C@H:25]([C:35]([O:37][CH3:38])=[O:36])[CH2:24]1, predict the reaction product. The product is: [CH3:20][O:19][C:18]1[CH:17]=[C:16]2[C:11]([C:12]([O:22][C@H:23]3[CH2:27][N:26]([C:28]([O:30][C:31]([CH3:34])([CH3:33])[CH3:32])=[O:29])[C@H:25]([C:35]([O:37][CH3:38])=[O:36])[CH2:24]3)=[CH:13][C:14](=[O:21])[NH:15]2)=[CH:10][C:9]=1[CH:1]=[CH2:2]. (3) Given the reactants [H-].[Na+].[Br:3][C:4]1[N:5]=[C:6]2[CH:12]=[CH:11][NH:10][C:7]2=[N:8][CH:9]=1.[S:13](Cl)([C:16]1[CH:22]=[CH:21][C:19]([CH3:20])=[CH:18][CH:17]=1)(=[O:15])=[O:14], predict the reaction product. The product is: [Br:3][C:4]1[N:5]=[C:6]2[CH:12]=[CH:11][N:10]([S:13]([C:16]3[CH:22]=[CH:21][C:19]([CH3:20])=[CH:18][CH:17]=3)(=[O:15])=[O:14])[C:7]2=[N:8][CH:9]=1. (4) The product is: [CH2:1]([N:8]1[CH2:12][C@@H:11]2[C@@H:13]([NH:16][C:19](=[O:20])[C:18]([CH3:17])([C:23]3[CH:28]=[CH:27][CH:26]=[CH:25][CH:24]=3)[CH3:22])[CH2:14][CH2:15][C@@H:10]2[CH2:9]1)[C:2]1[CH:3]=[CH:4][CH:5]=[CH:6][CH:7]=1. Given the reactants [CH2:1]([N:8]1[CH2:12][C@H:11]2[C@H:13]([NH2:16])[CH2:14][CH2:15][C@H:10]2[CH2:9]1)[C:2]1[CH:7]=[CH:6][CH:5]=[CH:4][CH:3]=1.[CH3:17][C:18]([C:23]1[CH:28]=[CH:27][CH:26]=[CH:25][CH:24]=1)([CH3:22])[C:19](O)=[O:20].C1([C@H](CC)C(O)=O)C=CC=CC=1, predict the reaction product. (5) Given the reactants [Cl:1][C:2]1[CH:28]=[N:27][C:5]2[N:6]=[C:7]([N:13]3[CH2:17][CH2:16][C@@H:15]([N:18](C)[C:19](=O)OC(C)(C)C)[CH2:14]3)[C:8]3[N:9]([CH:10]=[N:11][N:12]=3)[C:4]=2[CH:3]=1.C(O)(C(F)(F)F)=O, predict the reaction product. The product is: [Cl:1][C:2]1[CH:28]=[N:27][C:5]2[N:6]=[C:7]([N:13]3[CH2:17][CH2:16][C@@H:15]([NH:18][CH3:19])[CH2:14]3)[C:8]3[N:9]([CH:10]=[N:11][N:12]=3)[C:4]=2[CH:3]=1. (6) Given the reactants [CH:1]1([CH2:4][NH:5][S:6]([NH:9][C:10]2[CH:15]=[CH:14][C:13]([CH2:16][C:17]([NH:20][CH2:21][C@H:22]([OH:29])[C:23]3[CH:24]=[N:25][CH:26]=[CH:27][CH:28]=3)([CH3:19])[CH3:18])=[CH:12][CH:11]=2)(=[O:8])=[O:7])[CH2:3][CH2:2]1.[ClH:30], predict the reaction product. The product is: [ClH:30].[ClH:30].[CH:1]1([CH2:4][NH:5][S:6]([NH:9][C:10]2[CH:11]=[CH:12][C:13]([CH2:16][C:17]([NH:20][CH2:21][C@H:22]([OH:29])[C:23]3[CH:24]=[N:25][CH:26]=[CH:27][CH:28]=3)([CH3:19])[CH3:18])=[CH:14][CH:15]=2)(=[O:7])=[O:8])[CH2:2][CH2:3]1. (7) Given the reactants N[C:2]1[CH:11]=[CH:10][C:9]([Cl:12])=[CH:8][C:3]=1[C:4]([NH:6][CH3:7])=[O:5].Cl, predict the reaction product. The product is: [Cl:12][C:9]1[CH:10]=[CH:11][CH:2]=[C:3]([CH:8]=1)[C:4]([NH:6][CH3:7])=[O:5]. (8) Given the reactants [CH3:1][O:2][C:3]1[C:4]2[N:5]([N:15]=[CH:16][C:17]=2[C:18]([OH:20])=O)[CH:6]=[C:7]([C:9]2[CH:10]=[N:11][N:12]([CH3:14])[CH:13]=2)[CH:8]=1.[CH3:21][C:22]1[C:27]([CH3:28])=[C:26]([NH2:29])[CH:25]=[CH:24][N:23]=1.O.N1(O)C2C=CC=CC=2N=N1, predict the reaction product. The product is: [CH3:21][C:22]1[C:27]([CH3:28])=[C:26]([NH:29][C:18]([C:17]2[CH:16]=[N:15][N:5]3[CH:6]=[C:7]([C:9]4[CH:10]=[N:11][N:12]([CH3:14])[CH:13]=4)[CH:8]=[C:3]([O:2][CH3:1])[C:4]=23)=[O:20])[CH:25]=[CH:24][N:23]=1.